Dataset: Forward reaction prediction with 1.9M reactions from USPTO patents (1976-2016). Task: Predict the product of the given reaction. (1) Given the reactants C(OC(=O)/[C:7](/[C:25]#[N:26])=[CH:8]\[NH:9][C:10]1[S:11][CH:12]=[C:13]([C:20]2[O:21][CH:22]=[CH:23][CH:24]=2)[C:14]=1[C:15]([O:17]CC)=O)(C)(C)C.C(#N)C.C(O)(C(F)(F)F)=O, predict the reaction product. The product is: [O:21]1[CH:22]=[CH:23][CH:24]=[C:20]1[C:13]1[C:14]2[C:15](=[O:17])[C:7]([C:25]#[N:26])=[CH:8][NH:9][C:10]=2[S:11][CH:12]=1. (2) Given the reactants [I:1][C:2]1[C:7]([O:8][CH2:9][C:10]([F:13])([F:12])[F:11])=[CH:6][C:5]([NH2:14])=[C:4]([N+:15]([O-:17])=[O:16])[CH:3]=1.[CH3:18][C:19]([O:22][C:23](O[C:23]([O:22][C:19]([CH3:21])([CH3:20])[CH3:18])=[O:24])=[O:24])([CH3:21])[CH3:20].C(O)(C(F)(F)F)=O, predict the reaction product. The product is: [C:19]([O:22][C:23](=[O:24])[NH:14][C:5]1[CH:6]=[C:7]([O:8][CH2:9][C:10]([F:12])([F:13])[F:11])[C:2]([I:1])=[CH:3][C:4]=1[N+:15]([O-:17])=[O:16])([CH3:21])([CH3:20])[CH3:18]. (3) Given the reactants CC(C)([O-])C.[K+].[CH2:7]([N:14]([CH2:18][C:19]1[C:24](Cl)=[N:23][C:22]([N:26]2[CH2:31][CH2:30][O:29][CH2:28][C@H:27]2[CH3:32])=[CH:21][N:20]=1)[CH2:15][CH2:16][OH:17])[C:8]1[CH:13]=[CH:12][CH:11]=[CH:10][CH:9]=1.O, predict the reaction product. The product is: [CH2:7]([N:14]1[CH2:18][C:19]2[N:20]=[CH:21][C:22]([N:26]3[CH2:31][CH2:30][O:29][CH2:28][C@H:27]3[CH3:32])=[N:23][C:24]=2[O:17][CH2:16][CH2:15]1)[C:8]1[CH:13]=[CH:12][CH:11]=[CH:10][CH:9]=1. (4) Given the reactants CS(O[CH2:6][CH2:7][N:8]1[CH:12]=[C:11]([C:13]2[CH:18]=[C:17]([C:19]([O:21]C)=[O:20])[CH:16]=[CH:15][N:14]=2)[N:10]=[CH:9]1)(=O)=O.[CH3:23][O:24][C:25]1[CH:32]=[CH:31][CH:30]=[CH:29][C:26]=1[CH2:27][NH2:28], predict the reaction product. The product is: [CH3:23][O:24][C:25]1[CH:32]=[CH:31][CH:30]=[CH:29][C:26]=1[CH2:27][NH:28][CH2:6][CH2:7][N:8]1[CH:12]=[C:11]([C:13]2[CH:18]=[C:17]([C:19]([OH:21])=[O:20])[CH:16]=[CH:15][N:14]=2)[N:10]=[CH:9]1. (5) Given the reactants [CH3:1][C:2]1[N:7]=[C:6]([N+:8]([O-:10])=[O:9])[C:5]([O:11][CH2:12][CH2:13][O:14][C:15](=[O:17])[CH3:16])=[CH:4][CH:3]=1.[Br:18]N1C(=O)CCC1=O.CC(N=NC(C#N)(C)C)(C#N)C, predict the reaction product. The product is: [Br:18][CH2:1][C:2]1[N:7]=[C:6]([N+:8]([O-:10])=[O:9])[C:5]([O:11][CH2:12][CH2:13][O:14][C:15](=[O:17])[CH3:16])=[CH:4][CH:3]=1. (6) Given the reactants [C:1]([O:9][C@@H:10]1[O:24][C@@H:23]([CH2:25][O:26][C:27](=[O:34])[C:28]2[CH:33]=[CH:32][CH:31]=[CH:30][CH:29]=2)[C@H:13]([O:14][C:15](=[O:22])[C:16]2[CH:21]=[CH:20][CH:19]=[CH:18][CH:17]=2)[C@@H:11]1[OH:12])(=[O:8])[C:2]1[CH:7]=[CH:6][CH:5]=[CH:4][CH:3]=1.[S:35](Cl)(Cl)(=[O:37])=[O:36].[NH:40]1[CH:44]=[CH:43][N:42]=[CH:41]1, predict the reaction product. The product is: [C:1]([O:9][C@@H:10]1[O:24][C@@H:23]([C:25](=[S:35](=[O:37])=[O:36])[O:26][C:27](=[O:34])[C:28]2[CH:29]=[CH:30][CH:31]=[CH:32][CH:33]=2)[C@H:13]([O:14][C:15](=[O:22])[C:16]2[CH:21]=[CH:20][CH:19]=[CH:18][CH:17]=2)[C@@H:11]1[O:12][C:41]1[NH:40][CH:44]=[CH:43][N:42]=1)(=[O:8])[C:2]1[CH:7]=[CH:6][CH:5]=[CH:4][CH:3]=1. (7) Given the reactants N1CCCC1.C1(NC(N2C3C(=CC(OC4C=CN=C(N(C(OC5C=CC=CC=5)=O)C(=O)OC5C=CC=CC=5)C=4)=CC=3)C=C2)=O)CC1.[CH:47]1([NH:50][C:51]([N:53]2[C:61]3[C:56](=[CH:57][C:58]([O:62][C:63]4[CH:68]=[CH:67][N:66]=[C:65]([NH:69][C:70]([N:72]5[CH2:77][CH2:76][CH:75](N6CCCC6)[CH2:74]C5)=[O:71])[CH:64]=4)=[CH:59][CH:60]=3)[CH:55]=[CH:54]2)=[O:52])[CH2:49][CH2:48]1, predict the reaction product. The product is: [CH:47]1([NH:50][C:51]([N:53]2[C:61]3[C:56](=[CH:57][C:58]([O:62][C:63]4[CH:68]=[CH:67][N:66]=[C:65]([NH:69][C:70]([N:72]5[CH2:77][CH2:76][CH2:75][CH2:74]5)=[O:71])[CH:64]=4)=[CH:59][CH:60]=3)[CH:55]=[CH:54]2)=[O:52])[CH2:49][CH2:48]1. (8) Given the reactants Br[C:2]1C(OCC2CC2)=NC=C(C=1)C(O)=O.[C:16]([C:18]1[CH:23]=[CH:22][C:21](B(O)O)=[CH:20][CH:19]=1)#[N:17].[CH:27]1([CH2:30][O:31][C:32]2[C:47](C3C=CC(F)=C(F)C=3)=[CH:46][C:35]([C:36]([NH:38][C@@H:39]3C[CH2:43][CH2:42][CH2:41][C@H:40]3[OH:45])=[O:37])=[CH:34][N:33]=2)[CH2:29][CH2:28]1, predict the reaction product. The product is: [C:16]([C:18]1[CH:23]=[CH:22][C:21]([C:47]2[C:32]([O:31][CH2:30][CH:27]3[CH2:28][CH2:29]3)=[N:33][CH:34]=[C:35]([CH:46]=2)[C:36]([NH:38][CH2:39][C@@:40]([CH:41]2[CH2:42][CH2:43]2)([OH:45])[CH3:2])=[O:37])=[CH:20][CH:19]=1)#[N:17]. (9) The product is: [NH:13]([C:20]([O:22][C:23]([CH3:26])([CH3:25])[CH3:24])=[O:21])[C:14]([C:17]([NH:27][C@H:28]([C:33]([NH:35][C:36]1[CH:41]=[CH:40][CH:39]=[CH:38][CH:37]=1)=[O:34])[CH2:29][CH:30]([CH3:32])[CH3:31])=[O:19])([CH3:15])[CH3:16]. Given the reactants CCN=C=NCCCN(C)C.Cl.[NH:13]([C:20]([O:22][C:23]([CH3:26])([CH3:25])[CH3:24])=[O:21])[C:14]([C:17]([OH:19])=O)([CH3:16])[CH3:15].[NH2:27][C@H:28]([C:33]([NH:35][C:36]1[CH:41]=[CH:40][CH:39]=[CH:38][CH:37]=1)=[O:34])[CH2:29][CH:30]([CH3:32])[CH3:31], predict the reaction product. (10) Given the reactants [Cl-].[Cl-].[Cl-].[Al+3].[Br:5][C:6]1[CH:7]=[C:8]2[C:12](=[N:13][CH:14]=1)[NH:11][CH:10]=[CH:9]2.[F:15][C:16]1[C:24]([NH:25][S:26]([CH2:29][CH2:30][CH3:31])(=[O:28])=[O:27])=[CH:23][CH:22]=[C:21]([F:32])[C:17]=1[C:18](Cl)=[O:19].O, predict the reaction product. The product is: [Br:5][C:6]1[CH:7]=[C:8]2[C:9]([C:18]([C:17]3[C:16]([F:15])=[C:24]([NH:25][S:26]([CH2:29][CH2:30][CH3:31])(=[O:28])=[O:27])[CH:23]=[CH:22][C:21]=3[F:32])=[O:19])=[CH:10][NH:11][C:12]2=[N:13][CH:14]=1.